The task is: Predict which catalyst facilitates the given reaction.. This data is from Catalyst prediction with 721,799 reactions and 888 catalyst types from USPTO. (1) Reactant: [CH3:1][N:2]1[CH:6]=[CH:5][C:4]([C:7]([OH:9])=O)=[N:3]1.CN(C(ON1N=NC2C=CC=CC1=2)=[N+](C)C)C.F[P-](F)(F)(F)(F)F.C(N(C(C)C)CC)(C)C.[NH2:43][CH2:44][C:45]1[C:50]([CH2:51][CH3:52])=[N:49][C:48]2[N:53]([CH2:56][CH3:57])[N:54]=[CH:55][C:47]=2[C:46]=1[NH:58][CH:59]1[CH2:64][CH2:63][O:62][CH2:61][CH2:60]1. Product: [CH2:56]([N:53]1[C:48]2=[N:49][C:50]([CH2:51][CH3:52])=[C:45]([CH2:44][NH:43][C:7]([C:4]3[CH:5]=[CH:6][N:2]([CH3:1])[N:3]=3)=[O:9])[C:46]([NH:58][CH:59]3[CH2:60][CH2:61][O:62][CH2:63][CH2:64]3)=[C:47]2[CH:55]=[N:54]1)[CH3:57]. The catalyst class is: 3. (2) Reactant: [Li+].[OH-].OO.[CH3:5][O:6][CH2:7][CH2:8][N:9]1[CH2:13][C@@H:12]([C:14]2[CH:19]=[CH:18][CH:17]=[CH:16][CH:15]=2)[C@H:11]([C:20](N2[C@H](C3C=CC=CC=3)COC2=O)=[O:21])[CH2:10]1.[O-:34]S([O-])=O.[Na+].[Na+]. Product: [CH3:5][O:6][CH2:7][CH2:8][N:9]1[CH2:13][C@@H:12]([C:14]2[CH:15]=[CH:16][CH:17]=[CH:18][CH:19]=2)[C@H:11]([C:20]([OH:21])=[O:34])[CH2:10]1. The catalyst class is: 1. (3) Reactant: [CH3:1][C:2]([N:11]1[CH2:16][CH2:15][CH:14]([NH:17][CH2:18][C:19]2[CH:24]=[CH:23][C:22]([C:25]3[CH:30]=[CH:29][C:28]([C:31]([F:34])([F:33])[F:32])=[CH:27][CH:26]=3)=[CH:21][CH:20]=2)[CH2:13][CH2:12]1)([CH3:10])[C:3]([O:5][C:6]([CH3:9])([CH3:8])[CH3:7])=[O:4].[F:35][C:36]1[C:41]([F:42])=[CH:40][CH:39]=[CH:38][C:37]=1[CH2:43][CH2:44][C:45]1[N:50]([CH2:51][C:52](O)=[O:53])[C:49]2[N:55]=[CH:56][CH:57]=[CH:58][C:48]=2[C:47](=[O:59])[N:46]=1.CCN(C(C)C)C(C)C.CN(C(ON1N=NC2C=CC=NC1=2)=[N+](C)C)C.F[P-](F)(F)(F)(F)F. Product: [F:35][C:36]1[C:41]([F:42])=[CH:40][CH:39]=[CH:38][C:37]=1[CH2:43][CH2:44][C:45]1[N:50]([CH2:51][C:52]([N:17]([CH2:18][C:19]2[CH:20]=[CH:21][C:22]([C:25]3[CH:30]=[CH:29][C:28]([C:31]([F:32])([F:34])[F:33])=[CH:27][CH:26]=3)=[CH:23][CH:24]=2)[CH:14]2[CH2:13][CH2:12][N:11]([C:2]([CH3:1])([CH3:10])[C:3]([O:5][C:6]([CH3:7])([CH3:8])[CH3:9])=[O:4])[CH2:16][CH2:15]2)=[O:53])[C:49]2[N:55]=[CH:56][CH:57]=[CH:58][C:48]=2[C:47](=[O:59])[N:46]=1. The catalyst class is: 3. (4) Reactant: [Si:1]([O:8][CH2:9][C@H:10]([O:12][C:13]1[CH:14]=[CH:15][CH:16]=[C:17]2[C:22]=1[N:21]=[C:20]([CH3:23])[CH:19]=[CH:18]2)[CH3:11])([C:4]([CH3:7])([CH3:6])[CH3:5])([CH3:3])[CH3:2].[Se](=O)=[O:25]. Product: [Si:1]([O:8][CH2:9][C@H:10]([O:12][C:13]1[CH:14]=[CH:15][CH:16]=[C:17]2[C:22]=1[N:21]=[C:20]([CH:23]=[O:25])[CH:19]=[CH:18]2)[CH3:11])([C:4]([CH3:6])([CH3:7])[CH3:5])([CH3:3])[CH3:2]. The catalyst class is: 38.